Dataset: Full USPTO retrosynthesis dataset with 1.9M reactions from patents (1976-2016). Task: Predict the reactants needed to synthesize the given product. (1) Given the product [C:32]([O:31][C:30]([NH:29][C@H:26]1[CH2:27][CH2:28][C@H:23]([O:22][C:2]([NH:1][C:4]2[CH:9]=[C:8]([CH2:10][C:11]([O:13][CH2:14][CH3:15])=[O:12])[CH:7]=[CH:6][C:5]=2[C:16]2[CH:21]=[CH:20][CH:19]=[CH:18][CH:17]=2)=[O:3])[CH2:24][CH2:25]1)=[O:36])([CH3:33])([CH3:35])[CH3:34], predict the reactants needed to synthesize it. The reactants are: [N:1]([C:4]1[CH:9]=[C:8]([CH2:10][C:11]([O:13][CH2:14][CH3:15])=[O:12])[CH:7]=[CH:6][C:5]=1[C:16]1[CH:21]=[CH:20][CH:19]=[CH:18][CH:17]=1)=[C:2]=[O:3].[OH:22][C@H:23]1[CH2:28][CH2:27][C@H:26]([NH:29][C:30](=[O:36])[O:31][C:32]([CH3:35])([CH3:34])[CH3:33])[CH2:25][CH2:24]1. (2) Given the product [CH2:8]([C:1]12[CH2:7][CH:4]([CH2:5][CH2:6]1)[CH:3]=[CH:2]2)[CH2:9][CH2:17][CH3:18].[C:1]12([CH2:8][CH2:9][Si:10]([O:15][CH3:16])([O:11][CH3:12])[O:13][CH3:14])[CH2:7][CH:4]([CH2:5][CH2:6]1)[CH:3]=[CH:2]2, predict the reactants needed to synthesize it. The reactants are: [C:1]12([CH2:8][CH2:9][Si:10]([O:15][CH3:16])([O:13][CH3:14])[O:11][CH3:12])[CH2:7][CH:4]([CH2:5][CH2:6]1)[CH:3]=[CH:2]2.[CH2:17]([SiH](CC)CC)[CH3:18].C(O)C. (3) The reactants are: S([N:11]1[CH2:16][C:15](=[O:17])[C:14]2[S:18][CH:19]=[CH:20][C:13]=2[CH2:12]1)(C1C=CC(C)=CC=1)(=O)=O.CC([O-])(C)C.[K+]. Given the product [S:18]1[C:14]2[C:15](=[O:17])[CH2:16][N:11]=[CH:12][C:13]=2[CH:20]=[CH:19]1, predict the reactants needed to synthesize it. (4) Given the product [F:2][C:3]1[CH:8]=[CH:7][C:6]([CH:9]([C:17]2[CH:18]=[CH:19][C:20]([F:23])=[CH:21][CH:22]=2)[CH:10]2[C:15](=[O:16])[CH2:14][CH2:13][N:12]([CH2:28][C:27]3[CH:30]=[CH:31][CH:32]=[CH:33][C:26]=3[C:24]#[N:25])[CH2:11]2)=[CH:5][CH:4]=1, predict the reactants needed to synthesize it. The reactants are: Cl.[F:2][C:3]1[CH:8]=[CH:7][C:6]([CH:9]([C:17]2[CH:22]=[CH:21][C:20]([F:23])=[CH:19][CH:18]=2)[CH:10]2[C:15](=[O:16])[CH2:14][CH2:13][NH:12][CH2:11]2)=[CH:5][CH:4]=1.[C:24]([C:26]1[CH:33]=[CH:32][CH:31]=[CH:30][C:27]=1[CH2:28]Br)#[N:25].C(=O)([O-])[O-].[K+].[K+]. (5) Given the product [CH3:1][S:2][CH2:3][C:4]1[CH:12]=[CH:11][C:7]([C:8]([NH:25][C:26]2[C:27]([C:33]([NH:35][C:36]3[CH:41]=[CH:40][C:39]([Cl:42])=[CH:38][N:37]=3)=[O:34])=[N:28][C:29]([CH3:32])=[CH:30][CH:31]=2)=[O:10])=[C:6]([O:13][CH2:14][CH2:15][CH2:16][NH:17][C:18]([O:20][C:21]([CH3:24])([CH3:23])[CH3:22])=[O:19])[CH:5]=1, predict the reactants needed to synthesize it. The reactants are: [CH3:1][S:2][CH2:3][C:4]1[CH:12]=[CH:11][C:7]([C:8]([OH:10])=O)=[C:6]([O:13][CH2:14][CH2:15][CH2:16][NH:17][C:18]([O:20][C:21]([CH3:24])([CH3:23])[CH3:22])=[O:19])[CH:5]=1.[NH2:25][C:26]1[C:27]([C:33]([NH:35][C:36]2[CH:41]=[CH:40][C:39]([Cl:42])=[CH:38][N:37]=2)=[O:34])=[N:28][C:29]([CH3:32])=[CH:30][CH:31]=1. (6) Given the product [CH3:1][O:2][C:3]1[CH:4]=[C:5]2[C:10](=[CH:11][C:12]=1[O:13][CH3:14])[N:9]=[CH:8][CH:7]=[C:6]2[O:15][C:16]1[CH:22]=[CH:21][C:19]([NH:20][C:29](=[O:35])[O:28][CH2:26][C:38]([CH3:39])=[CH2:37])=[C:18]([CH3:23])[C:17]=1[CH3:24], predict the reactants needed to synthesize it. The reactants are: [CH3:1][O:2][C:3]1[CH:4]=[C:5]2[C:10](=[CH:11][C:12]=1[O:13][CH3:14])[N:9]=[CH:8][CH:7]=[C:6]2[O:15][C:16]1[CH:22]=[CH:21][C:19]([NH2:20])=[C:18]([CH3:23])[C:17]=1[CH3:24].Cl[C:26](Cl)([O:28][C:29](=[O:35])OC(Cl)(Cl)Cl)Cl.[CH3:37][C:38](=C)[CH2:39]O.C(=O)(O)[O-].[Na+]. (7) Given the product [F:32][C:33]([F:42])([F:43])[O:34][C:35]1[CH:40]=[CH:39][C:38]([O:11][CH2:12][CH2:13][CH2:14][N:15]2[C:16](=[O:25])[C:17]3[C:22](=[CH:21][CH:20]=[CH:19][CH:18]=3)[C:23]2=[O:24])=[CH:37][CH:36]=1, predict the reactants needed to synthesize it. The reactants are: CC1C=CC(S([O:11][CH2:12][CH2:13][CH2:14][N:15]2[C:23](=[O:24])[C:22]3[C:17](=[CH:18][CH:19]=[CH:20][CH:21]=3)[C:16]2=[O:25])(=O)=O)=CC=1.C(=O)([O-])[O-].[K+].[K+].[F:32][C:33]([F:43])([F:42])[O:34][C:35]1[CH:40]=[CH:39][C:38](O)=[CH:37][CH:36]=1. (8) Given the product [CH3:10][O:9][C:4]1[C:3]([CH3:11])=[C:2]([B:17]([OH:22])[OH:18])[C:7]([CH3:8])=[CH:6][N:5]=1, predict the reactants needed to synthesize it. The reactants are: I[C:2]1[C:7]([CH3:8])=[CH:6][N:5]=[C:4]([O:9][CH3:10])[C:3]=1[CH3:11].C([Li])CCC.[B:17](OC(C)C)([O:22]C(C)C)[O:18]C(C)C.O. (9) Given the product [Cl:21][C:18]1[CH:19]=[CH:20][C:15]([S:12]([NH:11][C:4]2[CH:3]=[C:2]([Cl:1])[CH:10]=[CH:9][C:5]=2[C:6]([N:26]2[CH2:31][CH2:30][S:29](=[O:33])(=[O:32])[CH2:28][CH2:27]2)=[O:7])(=[O:13])=[O:14])=[CH:16][C:17]=1[C:22]([F:24])([F:25])[F:23], predict the reactants needed to synthesize it. The reactants are: [Cl:1][C:2]1[CH:10]=[CH:9][C:5]([C:6](O)=[O:7])=[C:4]([NH:11][S:12]([C:15]2[CH:20]=[CH:19][C:18]([Cl:21])=[C:17]([C:22]([F:25])([F:24])[F:23])[CH:16]=2)(=[O:14])=[O:13])[CH:3]=1.[NH:26]1[CH2:31][CH2:30][S:29](=[O:33])(=[O:32])[CH2:28][CH2:27]1.C(N(CC)C(C)C)(C)C.CCCP1(OP(CCC)(=O)OP(CCC)(=O)O1)=O. (10) The reactants are: Br.[C:2]1([C@H:8]2[CH2:17][CH2:16][C:15]3[CH:14]=[C:13]([OH:18])[CH:12]=[CH:11][C:10]=3[C@H:9]2[C:19]2[CH:24]=[CH:23][C:22]([O:25][CH2:26][CH2:27][N:28]3[CH2:32][CH2:31][CH2:30][CH2:29]3)=[CH:21][CH:20]=2)[CH:7]=[CH:6][CH:5]=[CH:4][CH:3]=1.CO.C([O-])(O)=O.[Na+]. Given the product [C:2]1([C@H:8]2[CH2:17][CH2:16][C:15]3[CH:14]=[C:13]([OH:18])[CH:12]=[CH:11][C:10]=3[C@H:9]2[C:19]2[CH:24]=[CH:23][C:22]([O:25][CH2:26][CH2:27][N:28]3[CH2:32][CH2:31][CH2:30][CH2:29]3)=[CH:21][CH:20]=2)[CH:7]=[CH:6][CH:5]=[CH:4][CH:3]=1, predict the reactants needed to synthesize it.